Dataset: Catalyst prediction with 721,799 reactions and 888 catalyst types from USPTO. Task: Predict which catalyst facilitates the given reaction. (1) Reactant: Br[C:2]1[C:7]([F:8])=[CH:6][C:5]([S:9]([NH:12][CH:13]2[CH2:15][CH2:14]2)(=[O:11])=[O:10])=[C:4]([F:16])[CH:3]=1.[C:17]([C:19]1[N:23]([CH3:24])[C:22](B(O)O)=[CH:21][CH:20]=1)#[N:18].[F-].[K+].C(P(C(C)(C)C)C(C)(C)C)(C)(C)C. Product: [C:17]([C:19]1[N:23]([CH3:24])[C:22]([C:2]2[C:7]([F:8])=[CH:6][C:5]([S:9]([NH:12][CH:13]3[CH2:15][CH2:14]3)(=[O:11])=[O:10])=[C:4]([F:16])[CH:3]=2)=[CH:21][CH:20]=1)#[N:18]. The catalyst class is: 110. (2) Reactant: CC(OI1(OC(C)=O)(OC(C)=O)OC(=O)C2C=CC=CC1=2)=O.[C:23]([SiH2:27][O:28][C:29]([CH3:57])([CH3:56])[C:30]1([CH2:54][OH:55])[O:34][N:33]=[C:32]([C:35]2[CH:40]=[CH:39][C:38]([O:41][CH2:42][C:43]3[C:52]4[C:47](=[CH:48][CH:49]=[CH:50][CH:51]=4)[N:46]=[C:45]([CH3:53])[CH:44]=3)=[CH:37][CH:36]=2)[CH2:31]1)([CH3:26])([CH3:25])[CH3:24]. Product: [C:23]([SiH2:27][O:28][C:29]([CH3:57])([CH3:56])[C:30]1([CH:54]=[O:55])[O:34][N:33]=[C:32]([C:35]2[CH:40]=[CH:39][C:38]([O:41][CH2:42][C:43]3[C:52]4[C:47](=[CH:48][CH:49]=[CH:50][CH:51]=4)[N:46]=[C:45]([CH3:53])[CH:44]=3)=[CH:37][CH:36]=2)[CH2:31]1)([CH3:26])([CH3:25])[CH3:24]. The catalyst class is: 2. (3) Reactant: [CH2:1]([O:4][C@H:5]1[CH2:10][O:9]C(C)(C)[O:7][C@H:6]1[CH:13]=[CH2:14])C=C.Cl.C([O-])(O)=O.[Na+]. Product: [OH:9][CH2:10][C@H:5]1[C@@H:6]([OH:7])[CH:13]=[CH:14][CH2:1][O:4]1. The catalyst class is: 191. (4) Reactant: [H-].[H-].[H-].[H-].[Li+].[Al+3].[F:7][C:8]1[CH:13]=[CH:12][CH:11]=[CH:10][C:9]=1[C:14]1[CH:22]=[CH:21][C:17]([C:18](O)=[O:19])=[CH:16][CH:15]=1.O.[OH-].[K+]. Product: [F:7][C:8]1[CH:13]=[CH:12][CH:11]=[CH:10][C:9]=1[C:14]1[CH:22]=[CH:21][C:17]([CH2:18][OH:19])=[CH:16][CH:15]=1. The catalyst class is: 1. (5) Reactant: [CH3:1][O:2][C:3]1[CH:8]=[CH:7][CH:6]=[CH:5][C:4]=1[C:9]1[N:13]([C:14]2[CH:19]=[CH:18][C:17]([CH3:20])=[CH:16][CH:15]=2)[C:12](=[S:21])[N:11]([CH2:22][CH2:23][C:24](O)=[O:25])[N:10]=1.[NH:27]1[CH2:32][CH2:31][O:30][CH2:29][CH2:28]1. Product: [CH3:1][O:2][C:3]1[CH:8]=[CH:7][CH:6]=[CH:5][C:4]=1[C:9]1[N:13]([C:14]2[CH:15]=[CH:16][C:17]([CH3:20])=[CH:18][CH:19]=2)[C:12](=[S:21])[N:11]([CH2:22][CH2:23][C:24]([N:27]2[CH2:32][CH2:31][O:30][CH2:29][CH2:28]2)=[O:25])[N:10]=1. The catalyst class is: 1. (6) Reactant: [F:1][C:2]1[CH:3]=[C:4]([CH:20]=[C:21]([C:23]([F:26])([F:25])[F:24])[CH:22]=1)[CH2:5][CH:6]1[CH2:11][CH:10]([C:12]([O:14]C)=[O:13])[CH2:9][CH2:8][N:7]1[C:16]([O:18][CH3:19])=[O:17].[Br-].[Li+].C(N(CC)CC)C. Product: [F:1][C:2]1[CH:3]=[C:4]([CH:20]=[C:21]([C:23]([F:26])([F:24])[F:25])[CH:22]=1)[CH2:5][CH:6]1[CH2:11][CH:10]([C:12]([OH:14])=[O:13])[CH2:9][CH2:8][N:7]1[C:16]([O:18][CH3:19])=[O:17]. The catalyst class is: 47. (7) Reactant: CO.Cl[C:4]1[C:9]([N+:10]([O-:12])=[O:11])=[CH:8][CH:7]=[C:6]([Cl:13])[N:5]=1.C(N(CC)CC)C.[CH3:21][S:22][C:23]1[CH:29]=[CH:28][C:26]([NH2:27])=[CH:25][CH:24]=1. Product: [CH3:21][S:22][C:23]1[CH:29]=[CH:28][C:26]([NH:27][C:4]2[C:9]([N+:10]([O-:12])=[O:11])=[CH:8][CH:7]=[C:6]([Cl:13])[N:5]=2)=[CH:25][CH:24]=1. The catalyst class is: 6.